From a dataset of NCI-60 drug combinations with 297,098 pairs across 59 cell lines. Regression. Given two drug SMILES strings and cell line genomic features, predict the synergy score measuring deviation from expected non-interaction effect. Drug 1: CC12CCC3C(C1CCC2=O)CC(=C)C4=CC(=O)C=CC34C. Drug 2: CS(=O)(=O)OCCCCOS(=O)(=O)C. Cell line: COLO 205. Synergy scores: CSS=72.8, Synergy_ZIP=2.70, Synergy_Bliss=4.39, Synergy_Loewe=-12.8, Synergy_HSA=3.64.